From a dataset of NCI-60 drug combinations with 297,098 pairs across 59 cell lines. Regression. Given two drug SMILES strings and cell line genomic features, predict the synergy score measuring deviation from expected non-interaction effect. Drug 1: C1CC(C1)(C(=O)O)C(=O)O.[NH2-].[NH2-].[Pt+2]. Drug 2: CCC1(CC2CC(C3=C(CCN(C2)C1)C4=CC=CC=C4N3)(C5=C(C=C6C(=C5)C78CCN9C7C(C=CC9)(C(C(C8N6C)(C(=O)OC)O)OC(=O)C)CC)OC)C(=O)OC)O.OS(=O)(=O)O. Cell line: RXF 393. Synergy scores: CSS=3.78, Synergy_ZIP=-3.74, Synergy_Bliss=-4.47, Synergy_Loewe=-2.03, Synergy_HSA=-1.99.